Task: Predict the reaction yield, written as a fraction of the theoretical maximum amount of product (1.0 means a 100% yield; for example, 0.34 means a 34% yield).. Dataset: Reaction yield outcomes from USPTO patents with 853,638 reactions (1) The reactants are [CH2:1]([O:3][C:4]([C:6]1[C:15](=[O:16])[C:14]2[C:13](=[O:17])[CH2:12][CH2:11][CH2:10][C:9]=2[NH:8][CH:7]=1)=[O:5])[CH3:2].II. The catalyst is C(O)C. The product is [CH2:1]([O:3][C:4]([C:6]1[C:15](=[O:16])[C:14]2[C:9](=[CH:10][CH:11]=[CH:12][C:13]=2[OH:17])[NH:8][CH:7]=1)=[O:5])[CH3:2]. The yield is 0.430. (2) The reactants are [Cl:1][C:2]1[C:3]([O:12][C:13]2[CH:18]=[C:17]([O:19][CH:20]([CH3:22])[CH3:21])[CH:16]=[CH:15][C:14]=2[CH2:23][CH2:24][CH2:25][OH:26])=[N:4][CH:5]=[C:6]([C:8]([F:11])([F:10])[F:9])[CH:7]=1.[CH2:27]([N:29]1[CH:33]=[C:32]([CH2:34][C:35]([O:37]C)=[O:36])[C:31](O)=[N:30]1)[CH3:28].C(P(CCCC)CCCC)CCC.N(C(N1CCCCC1)=O)=NC(N1CCCCC1)=O.O1CCCC1CO.[OH-].[Na+].Cl. The catalyst is O1CCCC1. The product is [Cl:1][C:2]1[C:3]([O:12][C:13]2[CH:18]=[C:17]([O:19][CH:20]([CH3:21])[CH3:22])[CH:16]=[CH:15][C:14]=2[CH2:23][CH2:24][CH2:25][O:26][C:31]2[C:32]([CH2:34][C:35]([OH:37])=[O:36])=[CH:33][N:29]([CH2:27][CH3:28])[N:30]=2)=[N:4][CH:5]=[C:6]([C:8]([F:11])([F:10])[F:9])[CH:7]=1. The yield is 0.540. (3) The reactants are C([O:3][C:4]([C:6]1[CH:7]=[C:8]2[N:14]([N:15]=1)[C:13]1[CH:16]=[C:17]([Br:20])[CH:18]=[CH:19][C:12]=1[O:11][CH2:10][CH2:9]2)=O)C.[NH3:21].CO. The yield is 0.800. The product is [Br:20][C:17]1[CH:18]=[CH:19][C:12]2[O:11][CH2:10][CH2:9][C:8]3[N:14]([N:15]=[C:6]([C:4]([NH2:21])=[O:3])[CH:7]=3)[C:13]=2[CH:16]=1. No catalyst specified. (4) The yield is 0.640. The reactants are [CH:1]([O:4][C:5]1[CH:6]=[C:7]([CH:12]=[CH:13][C:14]=1[CH3:15])[C:8]([O:10][CH3:11])=[O:9])([CH3:3])[CH3:2].[Br:16]N1C(=O)CCC1=O. The catalyst is C(OCC)(=O)C.N(C(C)(C)C#N)=NC(C)(C)C#N. The product is [Br:16][CH2:15][C:14]1[CH:13]=[CH:12][C:7]([C:8]([O:10][CH3:11])=[O:9])=[CH:6][C:5]=1[O:4][CH:1]([CH3:3])[CH3:2]. (5) The reactants are C[Si](C)(C)CCOC[N:7]1[C:11]2[N:12]=[CH:13][N:14]=[C:15]([C:16]3[S:20][C:19]([CH:21]([CH2:25][C:26]#[N:27])[CH2:22][C:23]#[N:24])=[N:18][CH:17]=3)[C:10]=2[CH:9]=[CH:8]1.C(O)(C(F)(F)F)=O. The catalyst is C(Cl)Cl. The product is [N:12]1[C:11]2[NH:7][CH:8]=[CH:9][C:10]=2[C:15]([C:16]2[S:20][C:19]([CH:21]([CH2:25][C:26]#[N:27])[CH2:22][C:23]#[N:24])=[N:18][CH:17]=2)=[N:14][CH:13]=1. The yield is 0.620. (6) The reactants are [O:1]=[C:2]1[C:6]2[CH:7]=[CH:8][CH:9]=[CH:10][C:5]=2[C:4](=[O:11])[N:3]1[C:12]1[CH:17]=[CH:16][C:15]([S:18]([NH2:21])(=[O:20])=[O:19])=[CH:14][CH:13]=1.[CH2:22]1[CH2:32][CH2:31][N:30]2[C:25](=NCC[CH2:29]2)[CH2:24][CH2:23]1.C1(S(N=C=O)(=O)=[O:40])C=CC=CC=1.Cl. The catalyst is CS(C)=O. The product is [O:11]=[C:4]1[C:5]2[CH:10]=[CH:9][CH:8]=[CH:7][C:6]=2[C:2](=[O:1])[N:3]1[C:12]1[CH:17]=[CH:16][C:15]([S:18]([NH:21][C:29]([NH:30][C:25]2[CH:24]=[CH:23][CH:22]=[CH:32][CH:31]=2)=[O:40])(=[O:19])=[O:20])=[CH:14][CH:13]=1. The yield is 1.00. (7) The reactants are [CH:1]([N:4]1[C:8]([C:9]2[S:10][C:11]3[CH2:12][CH2:13][O:14][C:15]4[CH:22]=[CH:21][C:20]([C:23]5[C:24](=[O:29])[NH:25][CH:26]=[CH:27][CH:28]=5)=[CH:19][C:16]=4[C:17]=3[N:18]=2)=[N:7][CH:6]=[N:5]1)([CH3:3])[CH3:2].I[CH3:31]. No catalyst specified. The product is [CH:1]([N:4]1[C:8]([C:9]2[S:10][C:11]3[CH2:12][CH2:13][O:14][C:15]4[CH:22]=[CH:21][C:20]([C:23]5[C:24](=[O:29])[N:25]([CH3:31])[CH:26]=[CH:27][CH:28]=5)=[CH:19][C:16]=4[C:17]=3[N:18]=2)=[N:7][CH:6]=[N:5]1)([CH3:3])[CH3:2]. The yield is 0.200.